From a dataset of Full USPTO retrosynthesis dataset with 1.9M reactions from patents (1976-2016). Predict the reactants needed to synthesize the given product. The reactants are: [CH:1]1([C:4]2[C:5]([NH:24][S:25]([CH3:28])(=[O:27])=[O:26])=[CH:6][C:7]3[O:11][C:10]([C:12]4[CH:17]=[CH:16][C:15]([F:18])=[CH:14][CH:13]=4)=[C:9]([C:19]([NH:21][CH3:22])=[O:20])[C:8]=3[CH:23]=2)[CH2:3][CH2:2]1.[Br:29][C:30]1[CH:35]=[CH:34][C:33](B(O)O)=[CH:32][CH:31]=1.C(N(CC)CC)C. Given the product [Br:29][C:30]1[CH:35]=[CH:34][C:33]([N:24]([C:5]2[C:4]([CH:1]3[CH2:3][CH2:2]3)=[CH:23][C:8]3[C:9]([C:19]([NH:21][CH3:22])=[O:20])=[C:10]([C:12]4[CH:17]=[CH:16][C:15]([F:18])=[CH:14][CH:13]=4)[O:11][C:7]=3[CH:6]=2)[S:25]([CH3:28])(=[O:27])=[O:26])=[CH:32][CH:31]=1, predict the reactants needed to synthesize it.